Predict the reactants needed to synthesize the given product. From a dataset of Full USPTO retrosynthesis dataset with 1.9M reactions from patents (1976-2016). (1) Given the product [Cl:16][C:17]1[CH:18]=[C:19]2[C:24](=[CH:25][CH:26]=1)[CH:23]=[C:22]([S:27]([N:30]1[CH2:35][CH2:34][N:33]([C:13]([CH:10]3[CH2:11][CH2:12][N:7]([C:4]4[CH:5]=[CH:6][N:1]=[CH:2][CH:3]=4)[CH2:8][CH2:9]3)=[O:14])[CH:32]([C:36]([O:38][CH2:39][CH3:40])=[O:37])[CH2:31]1)(=[O:28])=[O:29])[CH:21]=[CH:20]2, predict the reactants needed to synthesize it. The reactants are: [N:1]1[CH:6]=[CH:5][C:4]([N:7]2[CH2:12][CH2:11][CH:10]([C:13](Cl)=[O:14])[CH2:9][CH2:8]2)=[CH:3][CH:2]=1.[Cl:16][C:17]1[CH:18]=[C:19]2[C:24](=[CH:25][CH:26]=1)[CH:23]=[C:22]([S:27]([N:30]1[CH2:35][CH2:34][NH:33][CH:32]([C:36]([O:38][CH2:39][CH3:40])=[O:37])[CH2:31]1)(=[O:29])=[O:28])[CH:21]=[CH:20]2. (2) Given the product [C:1]1([CH:8]=[CH:7][CH:6]=[C:4]([OH:5])[CH:3]=1)[OH:2].[CH2:11]=[O:12], predict the reactants needed to synthesize it. The reactants are: [C:1]1([CH:8]=[CH:7][CH:6]=[C:4]([OH:5])[CH:3]=1)[OH:2].C=O.[C:11](=O)([O-])[O-:12].[Na+].[Na+]. (3) Given the product [Cl:7][C:8]1[CH:9]=[CH:10][C:11]([CH2:12][NH:13][C:14]([C:16]2[C:17](=[O:27])[C:18]3[CH:24]=[C:23]([CH2:25][OH:26])[S:22][C:19]=3[N:20]([CH2:31][CH:32]3[CH2:36][O:35][C:34]([CH3:38])([CH3:37])[O:33]3)[CH:21]=2)=[O:15])=[CH:28][CH:29]=1, predict the reactants needed to synthesize it. The reactants are: C(=O)([O-])[O-].[Cs+].[Cs+].[Cl:7][C:8]1[CH:29]=[CH:28][C:11]([CH2:12][NH:13][C:14]([C:16]2[C:17]([OH:27])=[C:18]3[CH:24]=[C:23]([CH2:25][OH:26])[S:22][C:19]3=[N:20][CH:21]=2)=[O:15])=[CH:10][CH:9]=1.Br[CH2:31][CH:32]1[CH2:36][O:35][C:34]([CH3:38])([CH3:37])[O:33]1. (4) Given the product [CH:1]1([C@@H:5]([N:7]([CH2:19][C:18]#[CH:17])[S:8]([C:10]([CH3:12])([CH3:11])[CH3:13])=[O:9])[CH3:6])[CH2:4][CH2:3][CH2:2]1, predict the reactants needed to synthesize it. The reactants are: [CH:1]1([C@@H:5]([NH:7][S:8]([C:10]([CH3:13])([CH3:12])[CH3:11])=[O:9])[CH3:6])[CH2:4][CH2:3][CH2:2]1.[H-].[Na+].Br[CH2:17][C:18]#[CH:19].